From a dataset of Forward reaction prediction with 1.9M reactions from USPTO patents (1976-2016). Predict the product of the given reaction. (1) Given the reactants C([CH:8]([CH:10]1[CH2:14][C:13]2[CH:15]=[CH:16][CH:17]=[C:18]([C:19]3[CH:24]=[CH:23][CH:22]=[CH:21][CH:20]=3)[C:12]=2[O:11]1)[NH2:9])C1C=CC=CC=1.C(N(C(C)C)CC)(C)C.Cl[C:35]([O:37][CH2:38][C:39]1[CH:44]=[CH:43][CH:42]=[CH:41][CH:40]=1)=[O:36].C1(C2C3OC(CNC(=O)OCC4C=CC=CC=4)CC=3C=CC=2)CCCC1, predict the reaction product. The product is: [CH2:38]([O:37][C:35](=[O:36])[NH:9][CH2:8][CH:10]1[CH2:14][C:13]2[CH:15]=[CH:16][CH:17]=[C:18]([C:19]3[CH:24]=[CH:23][CH:22]=[CH:21][CH:20]=3)[C:12]=2[O:11]1)[C:39]1[CH:44]=[CH:43][CH:42]=[CH:41][CH:40]=1. (2) The product is: [CH3:25][Si:24]1([CH3:26])[C:2]2[CH:7]=[CH:6][CH:5]=[CH:4][C:3]=2[CH:8]([C:10]2[CH:15]=[CH:14][C:13]([N:16]([CH3:18])[CH3:17])=[CH:12][CH:11]=2)[O:9]1. Given the reactants Br[C:2]1[CH:7]=[CH:6][CH:5]=[CH:4][C:3]=1[CH:8]([C:10]1[CH:15]=[CH:14][C:13]([N:16]([CH3:18])[CH3:17])=[CH:12][CH:11]=1)[OH:9].[Li]CCCC.[SiH:24](Cl)([CH3:26])[CH3:25], predict the reaction product.